The task is: Predict the reaction yield, written as a fraction of the theoretical maximum amount of product (1.0 means a 100% yield; for example, 0.34 means a 34% yield).. This data is from Reaction yield outcomes from USPTO patents with 853,638 reactions. (1) The product is [F:1][C:2]1[CH:7]=[CH:6][C:5]([O:8][C:9](=[O:33])[N:10]([C@@H:12]2[C@@H:16]([C:17]3[CH:22]=[CH:21][C:20]([Cl:23])=[C:19]([Cl:24])[CH:18]=3)[CH2:15][N:14]([C:25]([CH:27]3[CH2:32][CH2:31][N:30]([C:43](=[O:46])[CH2:44][CH3:45])[CH2:29][CH2:28]3)=[O:26])[CH2:13]2)[CH3:11])=[CH:4][CH:3]=1. The yield is 0.400. The reactants are [F:1][C:2]1[CH:7]=[CH:6][C:5]([O:8][C:9](=[O:33])[N:10]([C@@H:12]2[C@@H:16]([C:17]3[CH:22]=[CH:21][C:20]([Cl:23])=[C:19]([Cl:24])[CH:18]=3)[CH2:15][N:14]([C:25]([CH:27]3[CH2:32][CH2:31][NH:30][CH2:29][CH2:28]3)=[O:26])[CH2:13]2)[CH3:11])=[CH:4][CH:3]=1.C(N(CC)C(C)C)(C)C.[C:43](Cl)(=[O:46])[CH2:44][CH3:45].C(=O)([O-])[O-].[Na+].[Na+]. The catalyst is C1COCC1. (2) The catalyst is O1CCOCC1.[Br-].C[P+](C1C=CC=CC=1)(C1C=CC=CC=1)C1C=CC=CC=1. The yield is 0.630. The product is [CH:10]([C:9]1[CH:12]=[CH:13][C:6]([N:1]2[CH:5]=[N:4][CH:3]=[N:2]2)=[CH:7][CH:8]=1)=[CH2:14]. The reactants are [N:1]1([C:6]2[CH:13]=[CH:12][C:9]([CH:10]=O)=[CH:8][CH:7]=2)[CH:5]=[N:4][CH:3]=[N:2]1.[C:14]([O-])([O-])=O.[K+].[K+]. (3) The reactants are [F:1][C:2]1[CH:3]=[CH:4][C:5]([C:8]2[C:12]([CH2:13][CH2:14][C:15]3[S:16][C:17]([C:21]([OH:23])=O)=[C:18]([CH3:20])[N:19]=3)=[C:11]([CH3:24])[O:10][N:9]=2)=[N:6][CH:7]=1.[CH:25]1([NH2:28])[CH2:27][CH2:26]1. No catalyst specified. The product is [CH:25]1([NH:28][C:21]([C:17]2[S:16][C:15]([CH2:14][CH2:13][C:12]3[C:8]([C:5]4[CH:4]=[CH:3][C:2]([F:1])=[CH:7][N:6]=4)=[N:9][O:10][C:11]=3[CH3:24])=[N:19][C:18]=2[CH3:20])=[O:23])[CH2:27][CH2:26]1. The yield is 0.820. (4) The reactants are C([N:8](CC1C=CC=CC=1)[S:9]([C:12]1[CH:17]=[CH:16][CH:15]=[CH:14][C:13]=1[NH:18][C:19]1[N:23]([C:24]2[CH:29]=[CH:28][CH:27]=[CH:26][C:25]=2[CH3:30])[N:22]=[C:21]([C:31]([CH3:34])([CH3:33])[CH3:32])[CH:20]=1)(=[O:11])=[O:10])C1C=CC=CC=1.OS(O)(=O)=O.[OH-].[Na+]. No catalyst specified. The product is [C:31]([C:21]1[CH:20]=[C:19]([NH:18][C:13]2[CH:14]=[CH:15][CH:16]=[CH:17][C:12]=2[S:9]([NH2:8])(=[O:10])=[O:11])[N:23]([C:24]2[CH:29]=[CH:28][CH:27]=[CH:26][C:25]=2[CH3:30])[N:22]=1)([CH3:34])([CH3:33])[CH3:32]. The yield is 0.640. (5) The reactants are [NH2:1][C:2]1[CH:3]=[C:4]([C:15]([O:17][CH3:18])=[O:16])[S:5][C:6]=1[NH:7][C:8]([O:10][C:11]([CH3:14])([CH3:13])[CH3:12])=[O:9].C(N(CC)CC)C.Br[CH2:27][C:28]([O:30][CH3:31])=[O:29]. The catalyst is C(Cl)Cl. The product is [C:11]([O:10][C:8]([NH:7][C:6]1[S:5][C:4]([C:15]([O:17][CH3:18])=[O:16])=[CH:3][C:2]=1[NH:1][CH2:27][C:28]([O:30][CH3:31])=[O:29])=[O:9])([CH3:12])([CH3:13])[CH3:14]. The yield is 0.790.